This data is from Reaction yield outcomes from USPTO patents with 853,638 reactions. The task is: Predict the reaction yield, written as a fraction of the theoretical maximum amount of product (1.0 means a 100% yield; for example, 0.34 means a 34% yield). The reactants are [CH2:1]([C:3]1[N:13]([CH2:14][C:15]2[CH:20]=[CH:19][C:18]([NH:21][C@H:22]3[CH2:27][CH2:26][C@H:25]([C:28]([N:30]4[CH2:35][CH2:34][N:33]([CH3:36])[CH2:32][CH2:31]4)=O)[CH2:24][CH2:23]3)=[CH:17][CH:16]=2)[C:6]2=[N:7][C:8]([CH3:12])=[CH:9][C:10]([CH3:11])=[C:5]2[N:4]=1)[CH3:2].[H-].[Al+3].[Li+].[H-].[H-].[H-].[Cl-].[Al+3].[Cl-].[Cl-].[OH-].[Na+]. The catalyst is C1COCC1. The product is [CH2:1]([C:3]1[N:13]([CH2:14][C:15]2[CH:16]=[CH:17][C:18]([NH:21][C@H:22]3[CH2:23][CH2:24][C@H:25]([CH2:28][N:30]4[CH2:35][CH2:34][N:33]([CH3:36])[CH2:32][CH2:31]4)[CH2:26][CH2:27]3)=[CH:19][CH:20]=2)[C:6]2=[N:7][C:8]([CH3:12])=[CH:9][C:10]([CH3:11])=[C:5]2[N:4]=1)[CH3:2]. The yield is 0.770.